This data is from Full USPTO retrosynthesis dataset with 1.9M reactions from patents (1976-2016). The task is: Predict the reactants needed to synthesize the given product. (1) The reactants are: [CH2:1]([NH:3][C:4]1[C:9]([CH:10]=[CH:11][C:12](OCC)=[O:13])=[CH:8][N:7]=[C:6]([NH:17][C:18]2[CH:23]=[CH:22][CH:21]=[CH:20][CH:19]=2)[N:5]=1)[CH3:2].N12CCCN=C1CCCCC2. Given the product [CH2:1]([N:3]1[C:4]2[N:5]=[C:6]([NH:17][C:18]3[CH:23]=[CH:22][CH:21]=[CH:20][CH:19]=3)[N:7]=[CH:8][C:9]=2[CH:10]=[CH:11][C:12]1=[O:13])[CH3:2], predict the reactants needed to synthesize it. (2) Given the product [Br:13][C:14]1([N+:37]([O-:39])=[O:38])[CH:19]=[C:18]([C:20]2[C:32]3[C:31]([CH3:33])=[C:30]([CH3:34])[S:29][C:28]=3[C:27]([Br:35])=[C:26]3[C:21]=2[CH:22]=[CH:23][CH:24]=[CH:25]3)[CH:17]=[CH:16][CH:15]1[O:36][CH2:2][C:3]([OH:5])=[O:4], predict the reactants needed to synthesize it. The reactants are: Br[CH2:2][C:3]([O:5]C)=[O:4].C(=O)([O-])[O-].[K+].[K+].[Br:13][C:14]1([N+:37]([O-:39])=[O:38])[CH:19]=[C:18]([C:20]2[C:32]3[C:31]([CH3:33])=[C:30]([CH3:34])[S:29][C:28]=3[C:27]([Br:35])=[C:26]3[C:21]=2[CH:22]=[CH:23][CH:24]=[CH:25]3)[CH:17]=[CH:16][CH:15]1[OH:36].O.